Dataset: Merck oncology drug combination screen with 23,052 pairs across 39 cell lines. Task: Regression. Given two drug SMILES strings and cell line genomic features, predict the synergy score measuring deviation from expected non-interaction effect. (1) Synergy scores: synergy=0.844. Drug 2: Cc1nc(Nc2ncc(C(=O)Nc3c(C)cccc3Cl)s2)cc(N2CCN(CCO)CC2)n1. Drug 1: CCC1=CC2CN(C1)Cc1c([nH]c3ccccc13)C(C(=O)OC)(c1cc3c(cc1OC)N(C)C1C(O)(C(=O)OC)C(OC(C)=O)C4(CC)C=CCN5CCC31C54)C2. Cell line: A2058. (2) Cell line: NCIH1650. Drug 2: N#Cc1ccc(Cn2cncc2CN2CCN(c3cccc(Cl)c3)C(=O)C2)cc1. Synergy scores: synergy=-16.2. Drug 1: COc1cccc2c1C(=O)c1c(O)c3c(c(O)c1C2=O)CC(O)(C(=O)CO)CC3OC1CC(N)C(O)C(C)O1. (3) Drug 1: CCN(CC)CCNC(=O)c1c(C)[nH]c(C=C2C(=O)Nc3ccc(F)cc32)c1C. Drug 2: NC1CCCCC1N.O=C(O)C(=O)O.[Pt+2]. Cell line: CAOV3. Synergy scores: synergy=-6.76. (4) Cell line: MSTO. Drug 2: NC1CCCCC1N.O=C(O)C(=O)O.[Pt+2]. Drug 1: O=C(NOCC(O)CO)c1ccc(F)c(F)c1Nc1ccc(I)cc1F. Synergy scores: synergy=2.78. (5) Drug 1: Cn1nnc2c(C(N)=O)ncn2c1=O. Drug 2: NC1CCCCC1N.O=C(O)C(=O)O.[Pt+2]. Cell line: UWB1289BRCA1. Synergy scores: synergy=-22.8. (6) Drug 1: C=CCn1c(=O)c2cnc(Nc3ccc(N4CCN(C)CC4)cc3)nc2n1-c1cccc(C(C)(C)O)n1. Drug 2: CS(=O)(=O)CCNCc1ccc(-c2ccc3ncnc(Nc4ccc(OCc5cccc(F)c5)c(Cl)c4)c3c2)o1. Cell line: RPMI7951. Synergy scores: synergy=19.6. (7) Drug 1: CN(C)C(=N)N=C(N)N. Drug 2: NC(=O)c1cccc2cn(-c3ccc(C4CCCNC4)cc3)nc12. Cell line: UWB1289BRCA1. Synergy scores: synergy=-2.70.